Dataset: Reaction yield outcomes from USPTO patents with 853,638 reactions. Task: Predict the reaction yield, written as a fraction of the theoretical maximum amount of product (1.0 means a 100% yield; for example, 0.34 means a 34% yield). (1) The reactants are [CH3:1][O:2][C:3]1[CH:4]=[C:5]([CH:7]=[CH:8][CH:9]=1)[NH2:6].[N:10]1[CH:15]=[CH:14][CH:13]=[CH:12][C:11]=1[C:16](O)=[O:17].CCN=C=NCCCN(C)C.Cl.CCN(CC)CC.OC1C2N=NNC=2C=CC=1. The catalyst is C(Cl)Cl. The product is [CH3:1][O:2][C:3]1[CH:4]=[C:5]([NH:6][C:16](=[O:17])[C:11]2[CH:12]=[CH:13][CH:14]=[CH:15][N:10]=2)[CH:7]=[CH:8][CH:9]=1. The yield is 0.900. (2) The reactants are [CH3:1][O:2][C:3]1[N:8]=[CH:7][C:6]([NH2:9])=[CH:5][CH:4]=1.C([O-])(=O)C.[Na+].[Br:15]Br.[OH-].[Na+]. The catalyst is C(O)(=O)C. The product is [Br:15][C:7]1[C:6]([NH2:9])=[CH:5][CH:4]=[C:3]([O:2][CH3:1])[N:8]=1. The yield is 0.660. (3) The reactants are [CH3:1][O:2][C:3]1[N:8]=[C:7]([NH2:9])[CH:6]=[CH:5][N:4]=1.Br[C:11]1[C:12](=[O:19])[N:13]([CH3:18])[CH:14]=[C:15]([Br:17])[CH:16]=1.C(=O)([O-])[O-].[Cs+].[Cs+].CC1(C)C2C(=C(P(C3C=CC=CC=3)C3C=CC=CC=3)C=CC=2)OC2C(P(C3C=CC=CC=3)C3C=CC=CC=3)=CC=CC1=2. The catalyst is C1C=CC(/C=C/C(/C=C/C2C=CC=CC=2)=O)=CC=1.C1C=CC(/C=C/C(/C=C/C2C=CC=CC=2)=O)=CC=1.C1C=CC(/C=C/C(/C=C/C2C=CC=CC=2)=O)=CC=1.[Pd].[Pd].O1CCOCC1. The product is [Br:17][C:15]1[CH:16]=[C:11]([NH:9][C:7]2[CH:6]=[CH:5][N:4]=[C:3]([O:2][CH3:1])[N:8]=2)[C:12](=[O:19])[N:13]([CH3:18])[CH:14]=1. The yield is 1.00. (4) The reactants are [Cl:1][C:2]1[CH:12]=[CH:11][CH:10]=[CH:9][C:3]=1[CH2:4][S:5](Cl)(=[O:7])=[O:6].[OH-].[NH4+:14]. The catalyst is CC(C)=O. The product is [Cl:1][C:2]1[CH:12]=[CH:11][CH:10]=[CH:9][C:3]=1[CH2:4][S:5]([NH2:14])(=[O:7])=[O:6]. The yield is 0.880. (5) The reactants are [F:1][C:2]1[CH:3]=[C:4]([NH:11]C(=O)C(C)(C)C)[CH:5]=[CH:6][C:7]=1[N+:8]([O-:10])=[O:9].C(=O)([O-])[O-].[K+].[K+]. The catalyst is C(Cl)Cl.Cl.C(OCC)(=O)C. The product is [F:1][C:2]1[CH:3]=[C:4]([CH:5]=[CH:6][C:7]=1[N+:8]([O-:10])=[O:9])[NH2:11]. The yield is 0.990. (6) The reactants are C[O:2][C:3]([C:5]1[S:6][C:7]([C:30]2[CH:35]=[CH:34][CH:33]=[CH:32][CH:31]=2)=[CH:8][C:9]=1[NH:10][C:11]([NH:13][C:14]1[CH:19]=[CH:18][C:17]([O:20][CH2:21][CH2:22][N:23]2[CH2:27][CH2:26][CH2:25][CH2:24]2)=[C:16]([O:28][CH3:29])[CH:15]=1)=[S:12])=O.[C:36](=O)([O-])[O-].[K+].[K+].CI. The catalyst is CN(C=O)C. The product is [CH3:29][O:28][C:16]1[CH:15]=[C:14]([N:13]2[C:3](=[O:2])[C:5]3[S:6][C:7]([C:30]4[CH:35]=[CH:34][CH:33]=[CH:32][CH:31]=4)=[CH:8][C:9]=3[N:10]=[C:11]2[S:12][CH3:36])[CH:19]=[CH:18][C:17]=1[O:20][CH2:21][CH2:22][N:23]1[CH2:24][CH2:25][CH2:26][CH2:27]1. The yield is 0.500.